Dataset: Catalyst prediction with 721,799 reactions and 888 catalyst types from USPTO. Task: Predict which catalyst facilitates the given reaction. (1) Reactant: [F:1][C:2]1[CH:7]=[CH:6][CH:5]=[C:4]([F:8])[C:3]=1[CH2:9][N:10]1[CH:14]=[CH:13][C:12]([NH:15]C(=O)C)=[N:11]1.[OH-].[Na+]. Product: [F:8][C:4]1[CH:5]=[CH:6][CH:7]=[C:2]([F:1])[C:3]=1[CH2:9][N:10]1[CH:14]=[CH:13][C:12]([NH2:15])=[N:11]1. The catalyst class is: 14. (2) Reactant: [OH:1][C:2]1[CH:7]=[CH:6][CH:5]=[C:4]([N+:8]([O-])=O)[C:3]=1[NH:11][C:12]([NH:14][C:15]1[CH:20]=[CH:19][CH:18]=[C:17]([C:21]([F:24])([F:23])[F:22])[CH:16]=1)=[O:13]. Product: [NH2:8][C:4]1[CH:5]=[CH:6][CH:7]=[C:2]([OH:1])[C:3]=1[NH:11][C:12]([NH:14][C:15]1[CH:20]=[CH:19][CH:18]=[C:17]([C:21]([F:22])([F:23])[F:24])[CH:16]=1)=[O:13]. The catalyst class is: 29. (3) Reactant: Cl[C:2]1[CH:7]=[C:6]([N:8]2[CH2:13][CH2:12][O:11][CH:10]([C:14]3[NH:15][CH:16]=[C:17]([C:19]4[CH:24]=[CH:23][CH:22]=[CH:21][C:20]=4[Cl:25])[N:18]=3)[CH2:9]2)[N:5]=[C:4]([NH2:26])[N:3]=1.[F:27][C:28]1[CH:35]=[C:34](B2OC(C)(C)C(C)(C)O2)[CH:33]=[CH:32][C:29]=1[C:30]#[N:31].C([O-])([O-])=O.[Na+].[Na+].CC#N. Product: [NH2:26][C:4]1[N:3]=[C:2]([C:34]2[CH:33]=[CH:32][C:29]([C:30]#[N:31])=[C:28]([F:27])[CH:35]=2)[CH:7]=[C:6]([N:8]2[CH2:13][CH2:12][O:11][CH:10]([C:14]3[NH:15][CH:16]=[C:17]([C:19]4[CH:24]=[CH:23][CH:22]=[CH:21][C:20]=4[Cl:25])[N:18]=3)[CH2:9]2)[N:5]=1. The catalyst class is: 70. (4) Reactant: [N:1]1[N:5]2[CH:6]=[CH:7][C:8]([O-:10])=[N:9][C:4]2=[CH:3][CH:2]=1.[Na+]. Product: [N:1]1[N:5]2[CH:4]=[N:9][C:8](=[O:10])[CH2:7][C:6]2=[CH:3][CH:2]=1. The catalyst class is: 86. (5) Reactant: [NH3:1].[Br:2][C:3]1[C:4]([F:23])=[CH:5][C:6]([N+:20]([O-:22])=[O:21])=[C:7]([O:9][C:10]2[C:15]([F:16])=[C:14]([CH2:17]Br)[CH:13]=[CH:12][C:11]=2[Cl:19])[CH:8]=1. Product: [Br:2][C:3]1[C:4]([F:23])=[CH:5][C:6]([N+:20]([O-:22])=[O:21])=[C:7]([O:9][C:10]2[C:15]([F:16])=[C:14]([CH2:17][NH2:1])[CH:13]=[CH:12][C:11]=2[Cl:19])[CH:8]=1. The catalyst class is: 2. (6) Reactant: [F:1][C:2]1[C:3]([CH2:12][CH2:13][C:14](=O)[C:15]2[NH:16][CH:17]=[CH:18][CH:19]=2)=[C:4]2[C:8](=[CH:9][CH:10]=1)[NH:7][C:6](=[O:11])[CH2:5]2. Product: [F:1][C:2]1[C:3]2[C:4]3[C:8](=[CH:9][CH:10]=1)[NH:7][C:6](=[O:11])[C:5]=3[C:14]([C:15]1[NH:16][CH:17]=[CH:18][CH:19]=1)=[CH:13][CH:12]=2. The catalyst class is: 611. (7) Reactant: [CH3:1][S:2]([C:5]([C:8]1[CH:9]=[C:10]2[C:15](=[C:16]([C:18]3[CH:19]=[C:20]([C:24]4[CH:29]=[CH:28][CH:27]=[C:26]([CH:30]=O)[CH:25]=4)[CH:21]=[CH:22][CH:23]=3)[CH:17]=1)[N:14]=[CH:13][CH:12]=[CH:11]2)([CH3:7])[CH3:6])(=[O:4])=[O:3].C[O:33][C:34](=[O:42])[CH2:35]P(OC)(OC)=O.CC([O-])(C)C.[K+]. Product: [CH3:1][S:2]([C:5]([C:8]1[CH:9]=[C:10]2[C:15](=[C:16]([C:18]3[CH:19]=[C:20]([C:24]4[CH:29]=[CH:28][CH:27]=[C:26]([CH:30]=[CH:35][C:34]([OH:42])=[O:33])[CH:25]=4)[CH:21]=[CH:22][CH:23]=3)[CH:17]=1)[N:14]=[CH:13][CH:12]=[CH:11]2)([CH3:6])[CH3:7])(=[O:4])=[O:3]. The catalyst class is: 1.